The task is: Predict the reactants needed to synthesize the given product.. This data is from Full USPTO retrosynthesis dataset with 1.9M reactions from patents (1976-2016). (1) Given the product [Cl:20][C:5]1[CH:4]=[C:3]([CH2:1][CH3:2])[N:8]=[C:7]([NH:9][C:10]2[CH:15]=[CH:14][C:13]([F:16])=[CH:12][CH:11]=2)[N:6]=1, predict the reactants needed to synthesize it. The reactants are: [CH2:1]([C:3]1[N:8]=[C:7]([NH:9][C:10]2[CH:15]=[CH:14][C:13]([F:16])=[CH:12][CH:11]=2)[N:6]=[C:5](O)[CH:4]=1)[CH3:2].P(Cl)(Cl)([Cl:20])=O.[OH-].[K+]. (2) The reactants are: Br[C:2]1[CH:10]=[C:9]2[C:5]([C:6]([O:11][CH3:12])=[N:7][NH:8]2)=[CH:4][CH:3]=1.[CH2:13]([O:15][C:16](=[O:25])[CH:17]=[CH:18][C:19]1[CH:24]=[CH:23][CH:22]=[CH:21][N:20]=1)[CH3:14].C(OC(=O)C=C(C1C=CC=C2C=1C(C#N)=CN2)C1C=CC=CC=1)C. Given the product [CH2:13]([O:15][C:16](=[O:25])[CH:17]=[C:18]([C:2]1[CH:10]=[C:9]2[C:5]([C:6]([O:11][CH3:12])=[N:7][NH:8]2)=[CH:4][CH:3]=1)[C:19]1[CH:24]=[CH:23][CH:22]=[CH:21][N:20]=1)[CH3:14], predict the reactants needed to synthesize it. (3) Given the product [F:24][CH:20]([F:25])[O:11][C:3]1[CH:4]=[C:5]([N+:8]([O-:10])=[O:9])[CH:6]=[CH:7][C:2]=1[I:1], predict the reactants needed to synthesize it. The reactants are: [I:1][C:2]1[CH:7]=[CH:6][C:5]([N+:8]([O-:10])=[O:9])=[CH:4][C:3]=1[OH:11].C([O-])([O-])=O.[K+].[K+].[Na+].Cl[C:20]([F:25])([F:24])C([O-])=O.